This data is from Forward reaction prediction with 1.9M reactions from USPTO patents (1976-2016). The task is: Predict the product of the given reaction. (1) Given the reactants [CH3:1][S:2]([OH:5])(=[O:4])=[O:3].[N:6]1[CH:11]=[CH:10][CH:9]=[C:8]([CH2:12][C@H:13]2[C@H:18]([NH:19][C:20]([C:22]3[O:23][C:24]4[CH:30]=[CH:29][CH:28]=[CH:27][C:25]=4[CH:26]=3)=[O:21])[CH:17]3[CH2:31][CH2:32][N:14]2[CH2:15][CH2:16]3)[CH:7]=1, predict the reaction product. The product is: [CH3:1][S:2]([OH:5])(=[O:4])=[O:3].[N:6]1[CH:11]=[CH:10][CH:9]=[C:8]([CH2:12][C@H:13]2[C@H:18]([NH:19][C:20]([C:22]3[O:23][C:24]4[CH:30]=[CH:29][CH:28]=[CH:27][C:25]=4[CH:26]=3)=[O:21])[CH:17]3[CH2:31][CH2:32][N:14]2[CH2:15][CH2:16]3)[CH:7]=1. (2) Given the reactants [Si]([O:8][CH2:9][C@@H:10]([N:39]([S:45]([C:48]1[CH:53]=[CH:52][C:51]([CH2:54][O:55][Si](C(C)(C)C)(C)C)=[CH:50][CH:49]=1)(=[O:47])=[O:46])[CH2:40][CH2:41][CH2:42][CH2:43][CH3:44])[CH2:11][CH2:12][C:13]([F:38])([F:37])[CH2:14][NH:15][C:16](=[O:36])[C@H:17]([CH:23]([C:30]1[CH:35]=[CH:34][CH:33]=[CH:32][CH:31]=1)[C:24]1[CH:29]=[CH:28][CH:27]=[CH:26][CH:25]=1)[NH:18][C:19]([O:21][CH3:22])=[O:20])(C(C)(C)C)(C)C.CCCC[N+](CCCC)(CCCC)CCCC.[F-], predict the reaction product. The product is: [F:38][C:13]([F:37])([CH2:12][CH2:11][C@H:10]([N:39]([S:45]([C:48]1[CH:49]=[CH:50][C:51]([CH2:54][OH:55])=[CH:52][CH:53]=1)(=[O:47])=[O:46])[CH2:40][CH2:41][CH2:42][CH2:43][CH3:44])[CH2:9][OH:8])[CH2:14][NH:15][C:16](=[O:36])[C@H:17]([CH:23]([C:30]1[CH:35]=[CH:34][CH:33]=[CH:32][CH:31]=1)[C:24]1[CH:25]=[CH:26][CH:27]=[CH:28][CH:29]=1)[NH:18][C:19]([O:21][CH3:22])=[O:20]. (3) The product is: [NH2:27][C:21]1[CH:20]=[C:19]([N+:16]([O-:18])=[O:17])[CH:30]=[CH:29][C:22]=1[C:23]([NH:12][C:11]1[CH:13]=[CH:14][CH:15]=[C:9]([O:8][CH2:1][C:2]2[CH:3]=[CH:4][CH:5]=[CH:6][CH:7]=2)[CH:10]=1)=[O:24]. Given the reactants [CH2:1]([O:8][C:9]1[CH:10]=[C:11]([CH:13]=[CH:14][CH:15]=1)[NH2:12])[C:2]1[CH:7]=[CH:6][CH:5]=[CH:4][CH:3]=1.[N+:16]([C:19]1[CH:20]=[C:21]2[NH:27]C(=O)O[C:23](=[O:24])[C:22]2=[CH:29][CH:30]=1)([O-:18])=[O:17], predict the reaction product. (4) Given the reactants [Cl:1][C:2]1[CH:9]=[C:8]([N+:10]([O-])=O)[CH:7]=[C:6]([Cl:13])[C:3]=1[C:4]#[N:5].[Cl-].[NH4+].O, predict the reaction product. The product is: [NH2:10][C:8]1[CH:7]=[C:6]([Cl:13])[C:3]([C:4]#[N:5])=[C:2]([Cl:1])[CH:9]=1. (5) Given the reactants [Na][Na].[NH2:3][C:4]1[CH:13]=[C:12]2[C:7]([CH:8]=[C:9]([S:18]([OH:21])(=[O:20])=[O:19])[CH:10]=[C:11]2[S:14]([OH:17])(=[O:16])=[O:15])=[CH:6][CH:5]=1.[OH-].[Na+].[CH3:24][N:25]1[C:33]2[C:28](=[CH:29][C:30]([N+:34]([O-:36])=[O:35])=[CH:31][CH:32]=2)[CH:27]=[C:26]1[C:37](Cl)=[O:38], predict the reaction product. The product is: [CH3:24][N:25]1[C:33]2[C:28](=[CH:29][C:30]([N+:34]([O-:36])=[O:35])=[CH:31][CH:32]=2)[CH:27]=[C:26]1[C:37]([NH:3][C:4]1[CH:13]=[C:12]2[C:7]([CH:8]=[C:9]([S:18]([OH:21])(=[O:20])=[O:19])[CH:10]=[C:11]2[S:14]([OH:17])(=[O:16])=[O:15])=[CH:6][CH:5]=1)=[O:38]. (6) Given the reactants [OH:1][CH2:2][C:3]1[CH:4]=[C:5]2[C:10](=[CH:11][CH:12]=1)[N:9]=[CH:8][C:7]([C:13]#[N:14])=[C:6]2[C:15]1[CH:20]=[CH:19][CH:18]=[CH:17][CH:16]=1, predict the reaction product. The product is: [CH:2]([C:3]1[CH:4]=[C:5]2[C:10](=[CH:11][CH:12]=1)[N:9]=[CH:8][C:7]([C:13]#[N:14])=[C:6]2[C:15]1[CH:20]=[CH:19][CH:18]=[CH:17][CH:16]=1)=[O:1]. (7) The product is: [NH2:1][C:2]1[N:10]=[C:9]([NH:34][CH2:33][CH2:32][C:30]2[N:29]=[CH:28][N:27]([CH2:25][CH3:26])[CH:31]=2)[N:8]=[C:7]2[C:3]=1[N:4]=[CH:5][N:6]2[C@@H:12]1[CH2:16][C@H:15]([NH:17][C:18](=[O:22])[CH:19]([CH3:21])[CH3:20])[C@@H:14]([OH:23])[C@H:13]1[OH:24]. Given the reactants [NH2:1][C:2]1[N:10]=[C:9](Cl)[N:8]=[C:7]2[C:3]=1[N:4]=[CH:5][N:6]2[C@@H:12]1[CH2:16][C@H:15]([NH:17][C:18](=[O:22])[CH:19]([CH3:21])[CH3:20])[C@@H:14]([OH:23])[C@H:13]1[OH:24].[CH2:25]([N:27]1[CH:31]=[C:30]([CH2:32][CH2:33][NH2:34])[N:29]=[CH:28]1)[CH3:26], predict the reaction product. (8) Given the reactants C(OC([N:8]1[CH2:12][CH2:11][CH2:10][C@H:9]1[C:13]([O:15][C@H:16]([C:27]1[CH:32]=[CH:31][C:30]([O:33][CH:34]([F:36])[F:35])=[C:29]([O:37][CH2:38][CH:39]2[CH2:41][CH2:40]2)[CH:28]=1)[CH2:17][C:18]1[C:23]([Cl:24])=[CH:22][N+:21]([O-:25])=[CH:20][C:19]=1[Cl:26])=[O:14])=O)(C)(C)C.Cl.O1CCOCC1.Cl[S:50]([C:53]1[CH:54]=[C:55]([CH:59]=[CH:60][CH:61]=1)[C:56]([OH:58])=[O:57])(=[O:52])=[O:51].[OH-].[Na+].O[C:65]1[CH:66]=[C:67]([C@@H:71]([NH:78][C:79](=[O:89])[O:80][C@@H:81]2[CH:86]3[CH2:87][CH2:88][N:83]([CH2:84][CH2:85]3)[CH2:82]2)[C:72]2[CH:77]=[CH:76][CH:75]=[CH:74][CH:73]=2)[CH:68]=[CH:69][CH:70]=1.Cl.CN(C)CCCN=C=NCC, predict the reaction product. The product is: [CH:39]1([CH2:38][O:37][C:29]2[CH:28]=[C:27]([C@@H:16]([O:15][C:13]([C@@H:9]3[CH2:10][CH2:11][CH2:12][N:8]3[S:50]([C:53]3[CH:61]=[CH:60][CH:59]=[C:55]([C:56]([O:58][C:69]4[CH:70]=[CH:65][CH:66]=[C:67]([C@H:71]([C:72]5[CH:77]=[CH:76][CH:75]=[CH:74][CH:73]=5)[NH:78][C:79]([O:80][C@@H:81]5[CH:86]6[CH2:85][CH2:84][N:83]([CH2:88][CH2:87]6)[CH2:82]5)=[O:89])[CH:68]=4)=[O:57])[CH:54]=3)(=[O:52])=[O:51])=[O:14])[CH2:17][C:18]3[C:19]([Cl:26])=[CH:20][N+:21]([O-:25])=[CH:22][C:23]=3[Cl:24])[CH:32]=[CH:31][C:30]=2[O:33][CH:34]([F:35])[F:36])[CH2:40][CH2:41]1. (9) Given the reactants [CH3:1][CH:2]1[CH2:8][CH2:7][O:6][C:4](=[O:5])[CH2:3]1.[BrH:9], predict the reaction product. The product is: [Br:9][CH2:7][CH2:8][CH:2]([CH3:1])[CH2:3][C:4]([OH:6])=[O:5].